From a dataset of Full USPTO retrosynthesis dataset with 1.9M reactions from patents (1976-2016). Predict the reactants needed to synthesize the given product. (1) The reactants are: [NH2:1][C@@H:2]([CH2:10][CH:11]([CH3:13])[CH3:12])[C:3]([O:5][C:6]([CH3:9])([CH3:8])[CH3:7])=[O:4].C(=O)([O-])[O-].[K+].[K+].Br[CH2:21][CH2:22][O:23][CH2:24][CH2:25]Br. Given the product [CH3:12][CH:11]([CH3:13])[CH2:10][C@H:2]([N:1]1[CH2:25][CH2:24][O:23][CH2:22][CH2:21]1)[C:3]([O:5][C:6]([CH3:7])([CH3:8])[CH3:9])=[O:4], predict the reactants needed to synthesize it. (2) Given the product [Br:8][C:9]1[CH:17]=[C:16]2[C:12]([CH2:13][C:14]3([CH2:34][N:33]([C:36]4[N:41]=[CH:40][CH:39]=[CH:38][N:37]=4)[CH2:32]3)[C:15]2([NH:22][S:23]([CH2:26][CH2:27][Si:28]([CH3:30])([CH3:29])[CH3:31])(=[O:25])=[O:24])[C:18]([O:20][CH3:21])=[O:19])=[CH:11][CH:10]=1, predict the reactants needed to synthesize it. The reactants are: FC(F)(F)C(O)=O.[Br:8][C:9]1[CH:17]=[C:16]2[C:12]([CH2:13][C:14]3([CH2:34][NH:33][CH2:32]3)[C:15]2([NH:22][S:23]([CH2:26][CH2:27][Si:28]([CH3:31])([CH3:30])[CH3:29])(=[O:25])=[O:24])[C:18]([O:20][CH3:21])=[O:19])=[CH:11][CH:10]=1.Cl[C:36]1[N:41]=[CH:40][CH:39]=[CH:38][N:37]=1.CCN(CC)CC. (3) Given the product [CH3:3][CH:2]([C:4]1[N:8]([CH2:9][CH2:10][C@@H:11]([OH:19])[CH2:12][C@@H:13]([OH:18])[CH2:14][C:15]([O-:17])=[O:16])[C:7]([C:20]2[CH:21]=[CH:22][C:23]([F:26])=[CH:24][CH:25]=2)=[C:6]([C:27]2[CH:28]=[CH:29][CH:30]=[CH:31][CH:32]=2)[C:5]=1[C:33]([NH:35][C:36]1[CH:37]=[CH:38][CH:39]=[CH:40][CH:41]=1)=[O:34])[CH3:1].[CH3:44][CH:43]([C:45]1[N:49]([CH2:50][CH2:51][C@@H:52]([OH:60])[CH2:53][C@@H:54]([OH:59])[CH2:55][C:56]([O-:58])=[O:57])[C:48]([C:61]2[CH:62]=[CH:63][C:64]([F:67])=[CH:65][CH:66]=2)=[C:47]([C:68]2[CH:69]=[CH:70][CH:71]=[CH:72][CH:73]=2)[C:46]=1[C:74]([NH:76][C:77]1[CH:78]=[CH:79][CH:80]=[CH:81][CH:82]=1)=[O:75])[CH3:42].[CH3:15][CH:14]([OH:86])[CH2:13][OH:18].[Ca+2:83], predict the reactants needed to synthesize it. The reactants are: [CH3:1][CH:2]([C:4]1[N:8]([CH2:9][CH2:10][C@@H:11]([OH:19])[CH2:12][C@@H:13]([OH:18])[CH2:14][C:15]([O-:17])=[O:16])[C:7]([C:20]2[CH:21]=[CH:22][C:23]([F:26])=[CH:24][CH:25]=2)=[C:6]([C:27]2[CH:28]=[CH:29][CH:30]=[CH:31][CH:32]=2)[C:5]=1[C:33]([NH:35][C:36]1[CH:37]=[CH:38][CH:39]=[CH:40][CH:41]=1)=[O:34])[CH3:3].[CH3:42][CH:43]([C:45]1[N:49]([CH2:50][CH2:51][C@@H:52]([OH:60])[CH2:53][C@@H:54]([OH:59])[CH2:55][C:56]([O-:58])=[O:57])[C:48]([C:61]2[CH:62]=[CH:63][C:64]([F:67])=[CH:65][CH:66]=2)=[C:47]([C:68]2[CH:69]=[CH:70][CH:71]=[CH:72][CH:73]=2)[C:46]=1[C:74]([NH:76][C:77]1[CH:78]=[CH:79][CH:80]=[CH:81][CH:82]=1)=[O:75])[CH3:44].[Ca+2:83].C(OCC)(=[O:86])C.O. (4) Given the product [CH:1]1([N:8]([CH2:9][CH2:10][N:11]([CH2:22][CH2:23][C:24]2[CH:33]=[CH:32][C:31]([OH:34])=[C:30]3[C:25]=2[CH:26]=[CH:27][C:28](=[O:35])[NH:29]3)[C:12](=[O:21])[O:13][CH2:14][C:15]2[CH:20]=[CH:19][CH:18]=[CH:17][CH:16]=2)[C:36](=[O:39])[CH:37]=[CH2:38])[CH2:7][CH2:6][CH2:5][CH2:4][CH2:3][CH2:2]1, predict the reactants needed to synthesize it. The reactants are: [CH:1]1([NH:8][CH2:9][CH2:10][N:11]([CH2:22][CH2:23][C:24]2[CH:33]=[CH:32][C:31]([OH:34])=[C:30]3[C:25]=2[CH:26]=[CH:27][C:28](=[O:35])[NH:29]3)[C:12](=[O:21])[O:13][CH2:14][C:15]2[CH:20]=[CH:19][CH:18]=[CH:17][CH:16]=2)[CH2:7][CH2:6][CH2:5][CH2:4][CH2:3][CH2:2]1.[C:36](Cl)(=[O:39])[CH:37]=[CH2:38].C(=O)([O-])[O-].[K+].[K+].Cl. (5) Given the product [N+:3]([C:6]1[CH:7]=[C:8]([CH:12]([OH:26])[CH2:13][CH2:14][CH:15]([C:17]2[CH:22]=[CH:21][CH:20]=[C:19]([N+:23]([O-:25])=[O:24])[CH:18]=2)[OH:16])[CH:9]=[CH:10][CH:11]=1)([O-:5])=[O:4], predict the reactants needed to synthesize it. The reactants are: [BH4-].[Na+].[N+:3]([C:6]1[CH:7]=[C:8]([C:12](=[O:26])[CH2:13][CH2:14][C:15]([C:17]2[CH:22]=[CH:21][CH:20]=[C:19]([N+:23]([O-:25])=[O:24])[CH:18]=2)=[O:16])[CH:9]=[CH:10][CH:11]=1)([O-:5])=[O:4].